From a dataset of Full USPTO retrosynthesis dataset with 1.9M reactions from patents (1976-2016). Predict the reactants needed to synthesize the given product. (1) Given the product [CH3:17][C:12]1[CH:11]=[C:10]([CH2:1][CH2:2][CH2:3][CH2:4][CH2:5][CH2:6][CH2:7][CH2:8][CH3:9])[CH:15]=[C:14]([CH:18]=[O:19])[C:13]=1[OH:16], predict the reactants needed to synthesize it. The reactants are: [CH2:1]([C:10]1[CH:11]=[C:12]([CH3:17])[C:13]([OH:16])=[CH:14][CH:15]=1)[CH2:2][CH2:3][CH2:4][CH2:5][CH2:6][CH2:7][CH2:8][CH3:9].[CH2:18]=[O:19]. (2) The reactants are: Br[CH2:2][C:3]1[CH:20]=[CH:19][C:6]2[CH2:7][CH2:8][N:9]([C:12]([O:14][C:15]([CH3:18])([CH3:17])[CH3:16])=[O:13])[CH2:10][CH2:11][C:5]=2[CH:4]=1.C[Sn](C)(C)[C:23]1[N:24]=[CH:25][C:26]([NH2:29])=[N:27][CH:28]=1. Given the product [NH2:29][C:26]1[N:27]=[CH:28][C:23]([CH2:2][C:3]2[CH:20]=[CH:19][C:6]3[CH2:7][CH2:8][N:9]([C:12]([O:14][C:15]([CH3:18])([CH3:17])[CH3:16])=[O:13])[CH2:10][CH2:11][C:5]=3[CH:4]=2)=[N:24][CH:25]=1, predict the reactants needed to synthesize it. (3) Given the product [Br:1][C:2]1[CH:3]=[N:4][C:5]([Cl:11])=[C:6]([CH:10]=1)[C:7]([NH2:20])=[O:8], predict the reactants needed to synthesize it. The reactants are: [Br:1][C:2]1[CH:3]=[N:4][C:5]([Cl:11])=[C:6]([CH:10]=1)[C:7]([O-])=[O:8].[Na+].C(Cl)(=O)C(Cl)=O.C[N:20](C=O)C.N. (4) Given the product [C:18]([O:17][C:15]([N:7]1[CH2:12][CH2:11][CH2:10][CH:9]([CH2:13][OH:14])[CH2:8]1)=[O:16])([CH3:21])([CH3:20])[CH3:19], predict the reactants needed to synthesize it. The reactants are: C(=O)([O-])[O-].[K+].[K+].[NH:7]1[CH2:12][CH2:11][CH2:10][CH:9]([CH2:13][OH:14])[CH2:8]1.[C:15](O[C:15]([O:17][C:18]([CH3:21])([CH3:20])[CH3:19])=[O:16])([O:17][C:18]([CH3:21])([CH3:20])[CH3:19])=[O:16]. (5) Given the product [CH:1]1([CH2:6][C:7]2([N:18]([CH3:19])[CH3:20])[CH2:17][CH2:16][C:10]3([CH2:14][NH:13][CH2:12][CH2:11]3)[CH2:9][CH2:8]2)[CH2:2][CH2:3][CH2:4][CH2:5]1, predict the reactants needed to synthesize it. The reactants are: [CH:1]1([CH2:6][C:7]2([N:18]([CH3:20])[CH3:19])[CH2:17][CH2:16][C:10]3([C:14](=O)[NH:13][CH2:12][CH2:11]3)[CH2:9][CH2:8]2)[CH2:5][CH2:4][CH2:3][CH2:2]1.[H-].[Al+3].[Li+].[H-].[H-].[H-].O.[OH-].[Na+]. (6) Given the product [ClH:26].[CH:20]([N:13]1[C:14]2[C:19](=[CH:18][CH:17]=[CH:16][CH:15]=2)[C:11]([CH2:10][C@@H:9]([C:22]([O:24][CH3:25])=[O:23])[NH2:8])=[CH:12]1)=[O:21], predict the reactants needed to synthesize it. The reactants are: C(OC([NH:8][C@H:9]([C:22]([O:24][CH3:25])=[O:23])[CH2:10][C:11]1[C:19]2[C:14](=[CH:15][CH:16]=[CH:17][CH:18]=2)[N:13]([CH:20]=[O:21])[CH:12]=1)=O)(C)(C)C.[ClH:26].O1CCOCC1.